Predict the reaction yield, written as a fraction of the theoretical maximum amount of product (1.0 means a 100% yield; for example, 0.34 means a 34% yield). From a dataset of Reaction yield outcomes from USPTO patents with 853,638 reactions. (1) The reactants are [CH3:1][C:2]([N:9]([CH3:11])[NH2:10])([CH3:8])[C:3]([O:5][CH2:6][CH3:7])=[O:4].[CH2:12]([N:19]=[C:20]=[O:21])[C:13]1[CH:18]=[CH:17][CH:16]=[CH:15][CH:14]=1. No catalyst specified. The product is [CH2:12]([NH:19][C:20]([NH:10][N:9]([C:2]([CH3:1])([CH3:8])[C:3]([O:5][CH2:6][CH3:7])=[O:4])[CH3:11])=[O:21])[C:13]1[CH:18]=[CH:17][CH:16]=[CH:15][CH:14]=1. The yield is 0.570. (2) The product is [C:33]([N:29]1[CH2:30][CH2:31][N:26]([CH2:25][C:22]2([CH3:32])[S:21][C:20]([C:17]3[NH:18][C:19]4[C:15]([CH:16]=3)=[CH:14][CH:13]=[CH:12][C:11]=4[N:2]([CH3:1])[S:3]([C:6]3[S:7][CH:8]=[CH:9][CH:10]=3)(=[O:5])=[O:4])=[N:24][CH2:23]2)[CH2:27][CH2:28]1)(=[O:35])[CH3:34]. The reactants are [CH3:1][N:2]([C:11]1[CH:12]=[CH:13][CH:14]=[C:15]2[C:19]=1[NH:18][C:17]([C:20]1[S:21][C:22]([CH3:32])([CH2:25][N:26]3[CH2:31][CH2:30][NH:29][CH2:28][CH2:27]3)[CH2:23][N:24]=1)=[CH:16]2)[S:3]([C:6]1[S:7][CH:8]=[CH:9][CH:10]=1)(=[O:5])=[O:4].[C:33](OC(=O)C)(=[O:35])[CH3:34]. The yield is 0.840. The catalyst is N1C=CC=CC=1. (3) The reactants are [CH:1]([C:4]1[CH:18]=[C:17]([O:19][CH3:20])[C:16]([N+:21]([O-])=O)=[CH:15][C:5]=1[O:6][C:7]1[C:8]([NH2:14])=[N:9][C:10]([NH2:13])=[N:11][CH:12]=1)([CH3:3])[CH3:2].CC(O)=O. The catalyst is CCO.[Pd]. The product is [NH2:21][C:16]1[C:17]([O:19][CH3:20])=[CH:18][C:4]([CH:1]([CH3:3])[CH3:2])=[C:5]([CH:15]=1)[O:6][C:7]1[C:8]([NH2:14])=[N:9][C:10]([NH2:13])=[N:11][CH:12]=1. The yield is 0.820. (4) The yield is 0.345. The catalyst is N1C=CC=CC=1. The product is [CH2:18]([O:20][C:21]1[CH:22]=[C:23]([C:37]2[CH:42]=[CH:41][C:40]([CH2:43][C:44]([NH:10][C:9]3[CH:11]=[C:12]([C:14]([F:15])([F:17])[F:16])[CH:13]=[C:7]([N:4]4[CH:5]=[CH:6][C:2]([CH3:1])=[N:3]4)[CH:8]=3)=[O:45])=[C:39]([F:47])[CH:38]=2)[CH:24]=[N:25][C:26]=1[O:27][CH2:28][C:29]1[CH:30]=[CH:31][C:32]([O:35][CH3:36])=[CH:33][CH:34]=1)[CH3:19]. The reactants are [CH3:1][C:2]1[CH:6]=[CH:5][N:4]([C:7]2[CH:8]=[C:9]([CH:11]=[C:12]([C:14]([F:17])([F:16])[F:15])[CH:13]=2)[NH2:10])[N:3]=1.[CH2:18]([O:20][C:21]1[CH:22]=[C:23]([C:37]2[CH:42]=[CH:41][C:40]([CH2:43][C:44](O)=[O:45])=[C:39]([F:47])[CH:38]=2)[CH:24]=[N:25][C:26]=1[O:27][CH2:28][C:29]1[CH:34]=[CH:33][C:32]([O:35][CH3:36])=[CH:31][CH:30]=1)[CH3:19].C(P1(=O)OP(CCC)(=O)OP(CCC)(=O)O1)CC.O. (5) The reactants are [N:1]([CH2:4][C@@H:5]1[CH2:9][CH2:8][N:7]([C@H:10]([C:12]2[CH:17]=[CH:16][CH:15]=[CH:14][CH:13]=2)[CH3:11])[C@@H:6]1[C:18]([O:20]C)=O)=[N+]=[N-].CC1CCCO1.C1(P(C2C=CC=CC=2)C2C=CC=CC=2)C=CC=CC=1. The catalyst is O. The product is [C:12]1([C@@H:10]([N:7]2[CH2:8][CH2:9][C@H:5]3[CH2:4][NH:1][C:18](=[O:20])[C@@H:6]23)[CH3:11])[CH:17]=[CH:16][CH:15]=[CH:14][CH:13]=1. The yield is 0.710. (6) The reactants are [Br:1][C:2]1[C:15]2[C:16]3=[C:17]4[C:12](=[CH:13][CH:14]=2)[CH:11]=[CH:10][C:9](Br)=[C:8]4[CH:7]=[CH:6][C:5]3=[CH:4][CH:3]=1.[C:19]1(B(O)O)[C:28]2[C:23](=[CH:24][CH:25]=[CH:26][CH:27]=2)[CH:22]=[CH:21][CH:20]=1.C([O-])([O-])=O.[Na+].[Na+].CCO. The catalyst is [Pd].C1(P(C2C=CC=CC=2)C2C=CC=CC=2)C=CC=CC=1.C1(P(C2C=CC=CC=2)C2C=CC=CC=2)C=CC=CC=1.C1(P(C2C=CC=CC=2)C2C=CC=CC=2)C=CC=CC=1.C1(P(C2C=CC=CC=2)C2C=CC=CC=2)C=CC=CC=1.C1(C)C=CC=CC=1. The product is [Br:1][C:2]1[C:15]2[C:16]3=[C:17]4[C:12](=[CH:13][CH:14]=2)[CH:11]=[CH:10][C:9]([C:27]2[C:28]5[C:23](=[CH:22][CH:21]=[CH:20][CH:19]=5)[CH:24]=[CH:25][CH:26]=2)=[C:8]4[CH:7]=[CH:6][C:5]3=[CH:4][CH:3]=1. The yield is 0.455. (7) The catalyst is C(O)C. The reactants are [I-].[Cl:2][C:3]1[N:8]=[CH:7][C:6]([CH2:9][N+:10]2[C:11]3[N:12]([N:19]=[C:20]([S:22][CH3:23])[N:21]=3)[C:13](SC)=[CH:14][C:15]=2[CH3:16])=[CH:5][CH:4]=1.C([O-])(=O)C.[Na+].Cl.[OH:30][NH2:31].O. The yield is 0.350. The product is [Cl:2][C:3]1[N:8]=[CH:7][C:6]([CH2:9][N:10]2[C:15]([CH3:16])=[CH:14][C:13](=[N:31][OH:30])[N:12]3[N:19]=[C:20]([S:22][CH3:23])[N:21]=[C:11]23)=[CH:5][CH:4]=1.